From a dataset of Full USPTO retrosynthesis dataset with 1.9M reactions from patents (1976-2016). Predict the reactants needed to synthesize the given product. (1) Given the product [ClH:23].[NH2:8][C@@H:9]1[CH2:11][C@H:10]1[C:12]1[CH:17]=[CH:16][C:15]([NH:18][C:19](=[O:26])[O:20][CH2:21][C:22]([Cl:24])([Cl:25])[Cl:23])=[CH:14][CH:13]=1, predict the reactants needed to synthesize it. The reactants are: C(OC([NH:8][C@@H:9]1[CH2:11][C@H:10]1[C:12]1[CH:17]=[CH:16][C:15]([NH:18][C:19](=[O:26])[O:20][CH2:21][C:22]([Cl:25])([Cl:24])[Cl:23])=[CH:14][CH:13]=1)=O)(C)(C)C. (2) The reactants are: II.[Mg].Br[C:5]1[CH:10]=[CH:9][C:8]([C:11]2[CH:16]=[CH:15][CH:14]=[CH:13][CH:12]=2)=[C:7]([F:17])[CH:6]=1.[C:18](=[O:20])=[O:19].Cl. Given the product [F:17][C:7]1[CH:6]=[C:5]([C:18]([OH:20])=[O:19])[CH:10]=[CH:9][C:8]=1[C:11]1[CH:16]=[CH:15][CH:14]=[CH:13][CH:12]=1, predict the reactants needed to synthesize it. (3) The reactants are: [NH2:1][C:2]1[CH:10]=[CH:9][C:8]2[N:7]3[C:11](=[O:19])[O:12][C@@H:13]([CH2:14][NH:15][C:16](=[O:18])[CH3:17])[C@@H:6]3[CH2:5][C:4]=2[CH:3]=1.[N:20]1([CH2:29]O)[C:24]2[CH:25]=[CH:26][CH:27]=[CH:28][C:23]=2[N:22]=[N:21]1. Given the product [N:20]1([CH2:29][NH:1][C:2]2[CH:10]=[CH:9][C:8]3[N:7]4[C:11](=[O:19])[O:12][C@@H:13]([CH2:14][NH:15][C:16](=[O:18])[CH3:17])[C@@H:6]4[CH2:5][C:4]=3[CH:3]=2)[C:24]2[CH:25]=[CH:26][CH:27]=[CH:28][C:23]=2[N:22]=[N:21]1, predict the reactants needed to synthesize it.